From a dataset of Full USPTO retrosynthesis dataset with 1.9M reactions from patents (1976-2016). Predict the reactants needed to synthesize the given product. (1) Given the product [Br:8][C:9]1[CH:10]=[C:11]([CH:14]=[CH:15][CH:16]=1)[CH2:12][S:35][C:23]1[N:22]([CH2:21][CH2:20][CH2:19][N:18]([CH3:17])[CH2:36][CH2:37][C:38]2[CH:43]=[CH:42][CH:41]=[CH:40][N:39]=2)[C:26]2[CH:27]=[CH:28][C:29]([C:31]([O:33][CH3:34])=[O:32])=[CH:30][C:25]=2[N:24]=1, predict the reactants needed to synthesize it. The reactants are: C(N(CC)CC)C.[Br:8][C:9]1[CH:10]=[C:11]([CH:14]=[CH:15][CH:16]=1)[CH2:12]Br.[CH3:17][N:18]([CH2:36][CH2:37][C:38]1[CH:43]=[CH:42][CH:41]=[CH:40][N:39]=1)[CH2:19][CH2:20][CH2:21][N:22]1[C:26]2[CH:27]=[CH:28][C:29]([C:31]([O:33][CH3:34])=[O:32])=[CH:30][C:25]=2[NH:24][C:23]1=[S:35]. (2) Given the product [O:31]=[C:27]1[CH2:28][O:29][CH2:30][CH:26]1[NH:25][C:11]([CH:10]([NH:9][C:7]([N:1]1[CH2:2][CH2:3][O:4][CH2:5][CH2:6]1)=[O:8])[CH2:14][S:15]([CH2:18][C:19]1[CH:20]=[CH:21][CH:22]=[CH:23][CH:24]=1)(=[O:17])=[O:16])=[O:12], predict the reactants needed to synthesize it. The reactants are: [N:1]1([C:7]([NH:9][CH:10]([CH2:14][S:15]([CH2:18][C:19]2[CH:24]=[CH:23][CH:22]=[CH:21][CH:20]=2)(=[O:17])=[O:16])[C:11](O)=[O:12])=[O:8])[CH2:6][CH2:5][O:4][CH2:3][CH2:2]1.[NH2:25][CH:26]1[CH2:30][O:29][CH2:28][CH:27]1[OH:31].C(Cl)CCl.C1C=CC2N(O)N=NC=2C=1.CN1CCOCC1.CC(OI1(OC(C)=O)(OC(C)=O)OC(=O)C2C=CC=CC1=2)=O. (3) Given the product [CH2:1]([O:3][C:4](=[O:31])[C:5]([O:8][C:9]1[CH:14]=[CH:13][C:12]([O:15][CH2:16][CH2:17][C:18]2[N:19]=[C:20]([C:24]3[CH:29]=[CH:28][C:27]([C:37]4[CH:38]=[CH:39][C:34]([C:33]([F:44])([F:43])[F:32])=[CH:35][CH:36]=4)=[CH:26][CH:25]=3)[O:21][C:22]=2[CH3:23])=[CH:11][CH:10]=1)([CH3:7])[CH3:6])[CH3:2], predict the reactants needed to synthesize it. The reactants are: [CH2:1]([O:3][C:4](=[O:31])[C:5]([O:8][C:9]1[CH:14]=[CH:13][C:12]([O:15][CH2:16][CH2:17][C:18]2[N:19]=[C:20]([C:24]3[CH:29]=[CH:28][C:27](Br)=[CH:26][CH:25]=3)[O:21][C:22]=2[CH3:23])=[CH:11][CH:10]=1)([CH3:7])[CH3:6])[CH3:2].[F:32][C:33]([F:44])([F:43])[C:34]1[CH:39]=[CH:38][C:37](B(O)O)=[CH:36][CH:35]=1.C1(C)C=CC=CC=1.C(=O)([O-])[O-].[Na+].[Na+].